Dataset: Catalyst prediction with 721,799 reactions and 888 catalyst types from USPTO. Task: Predict which catalyst facilitates the given reaction. (1) Reactant: Br[CH2:2][C:3]([C:5]1[CH:9]=[C:8]([CH3:10])[O:7][C:6]=1[CH3:11])=[O:4].[CH3:12][NH2:13].[BH4-].[Na+]. Product: [CH3:11][C:6]1[O:7][C:8]([CH3:10])=[CH:9][C:5]=1[CH:3]([OH:4])[CH2:2][NH:13][CH3:12]. The catalyst class is: 24. (2) Product: [CH3:14][N:13]([CH3:15])[CH2:12][CH2:11][C:5]1[C:4]2[C:8](=[CH:9][CH:10]=[C:2]([CH:24]=[O:25])[CH:3]=2)[NH:7][CH:6]=1. The catalyst class is: 28. Reactant: Br[C:2]1[CH:3]=[C:4]2[C:8](=[CH:9][CH:10]=1)[NH:7][CH:6]=[C:5]2[CH2:11][CH2:12][N:13]([CH3:15])[CH3:14].C([Li])(C)(C)C.CN([CH:24]=[O:25])C. (3) Reactant: C([Si](C)(C)[O:6][CH2:7][CH2:8][O:9][C:10]1[CH:15]=[CH:14][CH:13]=[CH:12][C:11]=1[NH:16][C:17]1[N:26]=[CH:25][C:24]2[C:19](=[CH:20][CH:21]=[C:22]([O:27][C:28]3[CH:33]=[CH:32][N:31]=[C:30]([C:34]([NH:36][CH3:37])=[O:35])[CH:29]=3)[CH:23]=2)[N:18]=1)(C)(C)C.CCCC[N+](CCCC)(CCCC)CCCC.[F-]. Product: [OH:6][CH2:7][CH2:8][O:9][C:10]1[CH:15]=[CH:14][CH:13]=[CH:12][C:11]=1[NH:16][C:17]1[N:26]=[CH:25][C:24]2[C:19](=[CH:20][CH:21]=[C:22]([O:27][C:28]3[CH:33]=[CH:32][N:31]=[C:30]([C:34]([NH:36][CH3:37])=[O:35])[CH:29]=3)[CH:23]=2)[N:18]=1. The catalyst class is: 1.